Dataset: Forward reaction prediction with 1.9M reactions from USPTO patents (1976-2016). Task: Predict the product of the given reaction. Given the reactants [Cl:1][C:2]1[CH:3]=[C:4]([CH:6]=[CH:7][C:8]=1[Cl:9])[NH2:5].[CH2:10]1[N:15]([CH2:16][CH2:17][CH2:18][C:19](O)=[O:20])[CH2:14][CH2:13][N:12]2[CH2:22][CH2:23][CH2:24][CH2:25][CH:11]12, predict the reaction product. The product is: [Cl:1][C:2]1[CH:3]=[C:4]([NH:5][C:19](=[O:20])[CH2:18][CH2:17][CH2:16][N:15]2[CH2:14][CH2:13][N:12]3[CH2:22][CH2:23][CH2:24][CH2:25][CH:11]3[CH2:10]2)[CH:6]=[CH:7][C:8]=1[Cl:9].